Task: Predict the product of the given reaction.. Dataset: Forward reaction prediction with 1.9M reactions from USPTO patents (1976-2016) (1) Given the reactants [CH3:1][C:2]1[O:6][N:5]=[C:4]([C:7]2[CH:8]=[C:9]([CH:22]=[CH:23][CH:24]=2)[O:10][CH:11]([C:16]2[CH:21]=[CH:20][CH:19]=[CH:18][CH:17]=2)[C:12]([O:14]C)=[O:13])[N:3]=1.[OH-].[Na+], predict the reaction product. The product is: [CH3:1][C:2]1[O:6][N:5]=[C:4]([C:7]2[CH:8]=[C:9]([CH:22]=[CH:23][CH:24]=2)[O:10][CH:11]([C:16]2[CH:17]=[CH:18][CH:19]=[CH:20][CH:21]=2)[C:12]([OH:14])=[O:13])[N:3]=1. (2) Given the reactants [NH2:1][C:2]1[N:7]=[C:6]([C:8]2[NH:12][C:11]([C:13]3[CH:18]=[C:17]([Cl:19])[CH:16]=[CH:15][C:14]=3[CH3:20])=[C:10]([C:21]([OH:23])=O)[CH:9]=2)[CH:5]=[CH:4][N:3]=1.CC[N:26](C(C)C)C(C)C.CCN=C=NCCCN(C)C.Cl.C1C=CC2N(O)N=NC=2C=1.N, predict the reaction product. The product is: [NH2:1][C:2]1[N:7]=[C:6]([C:8]2[NH:12][C:11]([C:13]3[CH:18]=[C:17]([Cl:19])[CH:16]=[CH:15][C:14]=3[CH3:20])=[C:10]([C:21]([NH2:26])=[O:23])[CH:9]=2)[CH:5]=[CH:4][N:3]=1.